This data is from Forward reaction prediction with 1.9M reactions from USPTO patents (1976-2016). The task is: Predict the product of the given reaction. (1) Given the reactants Br[C:2]1[CH:3]=[CH:4][C:5]([N:9]2[CH:13]=[CH:12][CH:11]=[N:10]2)=[C:6]([CH:8]=1)[NH2:7].[CH3:14][C:15]1([CH3:29])[CH2:20][O:19][B:18]([B:18]2[O:19][CH2:20][C:15]([CH3:29])([CH3:14])[CH2:16][O:17]2)[O:17][CH2:16]1.C([O-])(=O)C.[K+], predict the reaction product. The product is: [CH3:14][C:15]1([CH3:29])[CH2:20][O:19][B:18]([C:2]2[CH:3]=[CH:4][C:5]([N:9]3[CH:13]=[CH:12][CH:11]=[N:10]3)=[C:6]([CH:8]=2)[NH2:7])[O:17][CH2:16]1. (2) Given the reactants [CH3:1][O:2][CH2:3][C@H:4]([CH3:31])[O:5][C:6]1[CH:7]=[C:8]([C:23]2[NH:27][C:26]([C:28](O)=[O:29])=[CH:25][CH:24]=2)[CH:9]=[C:10]([O:12][C:13]2[CH:14]=[N:15][C:16]([S:19]([CH3:22])(=[O:21])=[O:20])=[CH:17][CH:18]=2)[CH:11]=1.Cl.[CH3:33][O:34][C:35](=[O:40])[C@H:36]([CH2:38][OH:39])[NH2:37].C1C=CC2N(O)N=NC=2C=1.O.CN1CCOCC1.CCN=C=NCCCN(C)C.Cl, predict the reaction product. The product is: [CH3:1][O:2][CH2:3][C@H:4]([CH3:31])[O:5][C:6]1[CH:7]=[C:8]([C:23]2[NH:27][C:26]([C:28]([NH:37][C@H:36]([C:35]([O:34][CH3:33])=[O:40])[CH2:38][OH:39])=[O:29])=[CH:25][CH:24]=2)[CH:9]=[C:10]([O:12][C:13]2[CH:14]=[N:15][C:16]([S:19]([CH3:22])(=[O:21])=[O:20])=[CH:17][CH:18]=2)[CH:11]=1. (3) The product is: [CH2:1]([O:3][C:4]([C:6]1[N:11]=[C:10]([Br:28])[C:9]2[N:12]=[C:13]([C:15]3[CH:16]=[N:17][N:18]([CH2:20][C:21]4[CH:22]=[CH:23][CH:24]=[CH:25][CH:26]=4)[CH:19]=3)[S:14][C:8]=2[C:7]=1[OH:27])=[O:5])[CH3:2]. Given the reactants [CH2:1]([O:3][C:4]([C:6]1[N:11]=[CH:10][C:9]2[N:12]=[C:13]([C:15]3[CH:16]=[N:17][N:18]([CH2:20][C:21]4[CH:26]=[CH:25][CH:24]=[CH:23][CH:22]=4)[CH:19]=3)[S:14][C:8]=2[C:7]=1[OH:27])=[O:5])[CH3:2].[Br:28]N1C(=O)CCC1=O.C(OOC(=O)C1C=CC=CC=1)(=O)C1C=CC=CC=1, predict the reaction product. (4) Given the reactants [NH:1]1[C:5]2([CH2:10][CH2:9][C:8](=[O:11])[CH2:7][CH2:6]2)[CH2:4][CH2:3][C:2]1=[O:12].CCN(CC)CC.[C:20](O[C:20]([O:22][C:23]([CH3:26])([CH3:25])[CH3:24])=[O:21])([O:22][C:23]([CH3:26])([CH3:25])[CH3:24])=[O:21], predict the reaction product. The product is: [O:12]=[C:2]1[CH2:3][CH2:4][C:5]2([CH2:10][CH2:9][C:8](=[O:11])[CH2:7][CH2:6]2)[N:1]1[C:20]([O:22][C:23]([CH3:26])([CH3:25])[CH3:24])=[O:21].